This data is from Full USPTO retrosynthesis dataset with 1.9M reactions from patents (1976-2016). The task is: Predict the reactants needed to synthesize the given product. (1) Given the product [I:17][C:6]1[N:2]([CH3:1])[N:3]=[C:4]([CH3:11])[C:5]=1[C:7]([O:9][CH3:10])=[O:8], predict the reactants needed to synthesize it. The reactants are: [CH3:1][N:2]1[CH:6]=[C:5]([C:7]([O:9][CH3:10])=[O:8])[C:4]([CH3:11])=[N:3]1.[Li]CCCC.[I:17]I. (2) Given the product [F:19][CH2:48][CH2:49][CH2:55][N:54]1[C:57]2[CH:17]=[CH:16][C:12]([C:13]3[O:15][CH:33]=[N:32][N:31]=3)=[CH:11][C:10]=2[C:5]2[N:6]=[CH:7][CH:8]=[CH:9][C:53]1=2, predict the reactants needed to synthesize it. The reactants are: [N+](C1[C:5]([C:10]2[CH:11]=[C:12]([CH:16]=[CH:17]C=2)[C:13]([OH:15])=O)=[N:6][CH:7]=[CH:8][CH:9]=1)([O-])=O.[F:19][P-](F)(F)(F)(F)F.C[N+](C)=C(N(C)C)ON1C2N=CC=C[C:33]=2[N:32]=[N:31]1.CN1[CH2:49][CH2:48]OCC1.O.NN.[CH3:53][N:54]([CH3:57])[CH:55]=O. (3) Given the product [Cl:1][C:2]1[CH:3]=[C:4]([CH:33]=[CH:34][CH:35]=1)[CH2:5][N:6]1[C:14]2[C:9](=[CH:10][C:11]([CH2:15][O:16][CH2:17][CH2:18][N:37]([CH3:38])[CH3:36])=[CH:12][CH:13]=2)[C:8]([S:20]([C:23]2[C:32]3[C:27](=[CH:28][CH:29]=[CH:30][CH:31]=3)[CH:26]=[CH:25][CH:24]=2)(=[O:21])=[O:22])=[N:7]1, predict the reactants needed to synthesize it. The reactants are: [Cl:1][C:2]1[CH:3]=[C:4]([CH:33]=[CH:34][CH:35]=1)[CH2:5][N:6]1[C:14]2[C:9](=[CH:10][C:11]([CH2:15][O:16][CH2:17][CH2:18]Cl)=[CH:12][CH:13]=2)[C:8]([S:20]([C:23]2[C:32]3[C:27](=[CH:28][CH:29]=[CH:30][CH:31]=3)[CH:26]=[CH:25][CH:24]=2)(=[O:22])=[O:21])=[N:7]1.[CH3:36][NH:37][CH3:38]. (4) Given the product [Cl:8][C:6]1[CH:5]=[C:4]([O:18][C:15]2[CH:16]=[CH:17][C:12]([N+:9]([O-:11])=[O:10])=[CH:13][CH:14]=2)[N:3]=[CH:2][N:7]=1, predict the reactants needed to synthesize it. The reactants are: Cl[C:2]1[N:7]=[C:6]([Cl:8])[CH:5]=[CH:4][N:3]=1.[N+:9]([C:12]1[CH:17]=[CH:16][C:15]([OH:18])=[CH:14][CH:13]=1)([O-:11])=[O:10].C(=O)([O-])[O-].[K+].[K+]. (5) Given the product [OH:34][CH2:33][C:6]1[CH:7]=[C:8]2[CH2:14][N:13]([C:15]([O:17][CH2:18][C:19]3[CH:20]=[C:21]([C:29]([F:30])([F:31])[F:32])[CH:22]=[C:23]([C:25]([F:28])([F:27])[F:26])[CH:24]=3)=[O:16])[CH2:12][CH2:11][CH2:10][N:9]2[N:5]=1, predict the reactants needed to synthesize it. The reactants are: CO.[BH4-].[Li+].[N:5]1[N:9]2[CH2:10][CH2:11][CH2:12][N:13]([C:15]([O:17][CH2:18][C:19]3[CH:24]=[C:23]([C:25]([F:28])([F:27])[F:26])[CH:22]=[C:21]([C:29]([F:32])([F:31])[F:30])[CH:20]=3)=[O:16])[CH2:14][C:8]2=[CH:7][C:6]=1[C:33](OCC)=[O:34].Cl.C([O-])([O-])=O.[K+].[K+]. (6) Given the product [NH:28]1[CH2:29][CH:26]([NH:25][C:5]2[C:4]3[C:9](=[CH:10][CH:11]=[C:2]([Cl:1])[CH:3]=3)[N:8]=[C:7]([N:12]3[CH2:18][C:17]4[CH:19]=[CH:20][CH:21]=[CH:22][C:16]=4[S:15](=[O:23])(=[O:24])[CH2:14][CH2:13]3)[CH:6]=2)[CH2:27]1, predict the reactants needed to synthesize it. The reactants are: [Cl:1][C:2]1[CH:3]=[C:4]2[C:9](=[CH:10][CH:11]=1)[N:8]=[C:7]([N:12]1[CH2:18][C:17]3[CH:19]=[CH:20][CH:21]=[CH:22][C:16]=3[S:15](=[O:24])(=[O:23])[CH2:14][CH2:13]1)[CH:6]=[C:5]2[NH:25][CH:26]1[CH2:29][N:28](C(OC(C)(C)C)=O)[CH2:27]1.Cl. (7) Given the product [CH3:21][C@@:20]12[C@@H:15]([OH:17])[CH2:14][CH2:13][C@H:12]1[C@H:11]1[C@@H:2]([C:3]3[CH:4]=[CH:5][C:6]([OH:35])=[CH:7][C:8]=3[CH2:9][CH2:10]1)[CH2:18][CH2:19]2, predict the reactants needed to synthesize it. The reactants are: [2H][C:2]([2H])(/[CH:18]=[CH:19]\[CH2:20][CH3:21])/[CH:3]=[CH:4]\[CH2:5][CH2:6]/[CH:7]=[CH:8]\[CH2:9][CH2:10][CH2:11][CH2:12][CH2:13][CH2:14][C:15]([OH:17])=O.[2H]C([2H])(/C=C\C([2H])([2H])/C=C\CC)C/C=C\CCCCCCC(O)=[O:35].[2H]C([2H])(/C=C\CCCCC)/C=C\CCCCCCCC(O)=O.C(O)C(O)C.O=C[C@@H]([C@H]([C@@H]([C@@H](CO)O)O)O)O.C(OCCOCCO)C.